This data is from Catalyst prediction with 721,799 reactions and 888 catalyst types from USPTO. The task is: Predict which catalyst facilitates the given reaction. Reactant: N[C:2]1[CH:3]=[C:4]2[C:8](=[CH:9][CH:10]=1)[C:7](=[O:11])[N:6]([C:12]1[CH:17]=[CH:16][C:15]([CH2:18][CH2:19][CH3:20])=[CH:14][CH:13]=1)[CH2:5]2.C=O.[C:23]([BH3-])#[N:24].[Na+].[C:27](O)(=O)C. Product: [CH3:27][N:24]([CH3:23])[C:2]1[CH:3]=[C:4]2[C:8](=[CH:9][CH:10]=1)[C:7](=[O:11])[N:6]([C:12]1[CH:17]=[CH:16][C:15]([CH2:18][CH2:19][CH3:20])=[CH:14][CH:13]=1)[CH2:5]2. The catalyst class is: 56.